Dataset: Forward reaction prediction with 1.9M reactions from USPTO patents (1976-2016). Task: Predict the product of the given reaction. (1) Given the reactants Cl.[NH:2]1[CH2:5][CH:4]([O:6][C:7]2[CH:8]=[CH:9][C:10]([NH:13][C:14]3[C:15](=[O:22])[N:16]([CH3:21])[CH:17]=[C:18]([Br:20])[CH:19]=3)=[N:11][CH:12]=2)[CH2:3]1.C=O.[C:25](O)(=O)C.[BH-](OC(C)=O)(OC(C)=O)OC(C)=O.[Na+], predict the reaction product. The product is: [Br:20][C:18]1[CH:19]=[C:14]([NH:13][C:10]2[CH:9]=[CH:8][C:7]([O:6][CH:4]3[CH2:5][N:2]([CH3:25])[CH2:3]3)=[CH:12][N:11]=2)[C:15](=[O:22])[N:16]([CH3:21])[CH:17]=1. (2) Given the reactants [NH2:1][CH:2]([C:5]([OH:7])=[O:6])[CH2:3][OH:4].Cl.[CH2:9](N(CC)CC)C.[CH3:16][O:17][C:18]1[CH:23]=[CH:22][C:21]([CH2:24][C:25](Cl)=[O:26])=[CH:20][CH:19]=1, predict the reaction product. The product is: [CH3:9][O:6][C:5](=[O:7])[CH:2]([NH:1][C:25](=[O:26])[CH2:24][C:21]1[CH:22]=[CH:23][C:18]([O:17][CH3:16])=[CH:19][CH:20]=1)[CH2:3][OH:4].